This data is from Forward reaction prediction with 1.9M reactions from USPTO patents (1976-2016). The task is: Predict the product of the given reaction. (1) Given the reactants [C:1]1([S:7]([N:10]2[CH2:15][CH2:14][CH:13]([CH2:16][C:17]3[CH:22]=[CH:21][C:20]([NH2:23])=[CH:19][CH:18]=3)[CH2:12][CH2:11]2)(=[O:9])=[O:8])[CH:6]=[CH:5][CH:4]=[CH:3][CH:2]=1.S(O)(O)(=O)=O.Cl[C:30]1[NH:31][CH2:32][CH2:33][N:34]=1, predict the reaction product. The product is: [C:1]1([S:7]([N:10]2[CH2:15][CH2:14][CH:13]([CH2:16][C:17]3[CH:18]=[CH:19][C:20]([NH:23][C:30]4[NH:34][CH2:33][CH2:32][N:31]=4)=[CH:21][CH:22]=3)[CH2:12][CH2:11]2)(=[O:8])=[O:9])[CH:6]=[CH:5][CH:4]=[CH:3][CH:2]=1. (2) Given the reactants [NH:1]1[C:9]2[C:4](=[CH:5][C:6]([NH2:10])=[CH:7][CH:8]=2)[CH:3]=[N:2]1.[CH3:11][C:12]1[CH:13]=[CH:14][C:15](S(O)(=O)=O)=[CH:16][CH:17]=1.[CH3:22][N:23]([CH:25]=[O:26])C, predict the reaction product. The product is: [NH2:2][C:3]1[C:13]2[C:12](=[CH:17][CH:16]=[CH:15][CH:14]=2)[C:11]([O:26][C:25]2[N:23]=[CH:22][N:1]=[C:9]([NH:10][C:6]3[CH:5]=[C:4]4[C:9](=[CH:8][CH:7]=3)[NH:1][N:2]=[CH:3]4)[CH:8]=2)=[CH:5][CH:4]=1. (3) Given the reactants [OH:1][C:2]1[CH:3]=[CH:4][C:5]([C:8]([OH:10])=[O:9])=[N:6][CH:7]=1.S(=O)(=O)(O)O.[OH-].[Na+].C(=O)(O)[O-].[Na+].[C:23](O)(=O)[CH2:24]C(CC(O)=O)(C(O)=O)O, predict the reaction product. The product is: [CH2:23]([O:9][C:8]([C:5]1[CH:4]=[CH:3][C:2]([OH:1])=[CH:7][N:6]=1)=[O:10])[CH3:24]. (4) Given the reactants Br[C:2]1[CH:3]=[C:4]2[C:8](=[CH:9][CH:10]=1)[C:7](=[O:11])[N:6]([CH2:12][CH3:13])[CH2:5]2.[CH3:14][C:15]1([CH3:31])[C:19]([CH3:21])([CH3:20])[O:18][B:17]([B:17]2[O:18][C:19]([CH3:21])([CH3:20])[C:15]([CH3:31])([CH3:14])[O:16]2)[O:16]1.C([O-])(=O)C.[K+].ClCCl, predict the reaction product. The product is: [CH2:12]([N:6]1[CH2:5][C:4]2[C:8](=[CH:9][CH:10]=[C:2]([B:17]3[O:18][C:19]([CH3:21])([CH3:20])[C:15]([CH3:31])([CH3:14])[O:16]3)[CH:3]=2)[C:7]1=[O:11])[CH3:13].